From a dataset of Reaction yield outcomes from USPTO patents with 853,638 reactions. Predict the reaction yield, written as a fraction of the theoretical maximum amount of product (1.0 means a 100% yield; for example, 0.34 means a 34% yield). (1) The reactants are [Br:1][C:2]1[CH:7]=[C:6]([C@@H:8]([NH:18][C:19](=[O:25])[O:20]C(C)(C)C)[C@@H:9]([C:11]2[CH:16]=[CH:15][C:14]([F:17])=[CH:13][CH:12]=2)O)[C:5]([F:26])=[CH:4][N:3]=1.FC(F)(F)C(O)=O.C(N1C=CN=C1)(N1C=CN=C1)=O. The catalyst is ClCCl. The product is [Br:1][C:2]1[CH:7]=[C:6]([C@@H:8]2[C@@H:9]([C:11]3[CH:12]=[CH:13][C:14]([F:17])=[CH:15][CH:16]=3)[O:20][C:19](=[O:25])[NH:18]2)[C:5]([F:26])=[CH:4][N:3]=1. The yield is 0.429. (2) The reactants are [CH2:1]([O:8][C:9]1[CH:14]=[CH:13][C:12]([C:15]2[O:16][C:17]3[CH:27]=[C:26]([N:28]([CH2:33][C:34]4[CH:39]=[CH:38][C:37]([O:40][CH3:41])=[CH:36][CH:35]=4)[S:29]([CH3:32])(=[O:31])=[O:30])[C:25]([CH:42]4[CH2:44][CH2:43]4)=[CH:24][C:18]=3[C:19]=2[C:20](OC)=[O:21])=[CH:11][CH:10]=1)[C:2]1[CH:7]=[CH:6][CH:5]=[CH:4][CH:3]=1.[H-].[Al+3].[Li+].[H-].[H-].[H-].O.[OH-].[Na+]. The catalyst is O1CCCC1.C(OCC)(=O)C. The product is [CH2:1]([O:8][C:9]1[CH:10]=[CH:11][C:12]([C:15]2[O:16][C:17]3[CH:27]=[C:26]([N:28]([CH2:33][C:34]4[CH:35]=[CH:36][C:37]([O:40][CH3:41])=[CH:38][CH:39]=4)[S:29]([CH3:32])(=[O:31])=[O:30])[C:25]([CH:42]4[CH2:43][CH2:44]4)=[CH:24][C:18]=3[C:19]=2[CH2:20][OH:21])=[CH:13][CH:14]=1)[C:2]1[CH:3]=[CH:4][CH:5]=[CH:6][CH:7]=1. The yield is 0.990. (3) The reactants are F[C:2]1[CH:9]=[C:8]([C:10]2[C:18]3[CH2:17][C:16]([CH3:20])([CH3:19])[CH2:15][C:14](=[O:21])[C:13]=3[N:12]([CH3:22])[CH:11]=2)[CH:7]=[CH:6][C:3]=1[C:4]#[N:5].[OH:23][C@H:24]1[CH2:29][CH2:28][C@H:27]([NH2:30])[CH2:26][CH2:25]1.C(N(CC)C(C)C)(C)C. The catalyst is CS(C)=O. The product is [OH:23][CH:24]1[CH2:29][CH2:28][CH:27]([NH:30][C:2]2[CH:9]=[C:8]([C:10]3[C:18]4[CH2:17][C:16]([CH3:20])([CH3:19])[CH2:15][C:14](=[O:21])[C:13]=4[N:12]([CH3:22])[CH:11]=3)[CH:7]=[CH:6][C:3]=2[C:4]#[N:5])[CH2:26][CH2:25]1. The yield is 1.00. (4) The reactants are [N+:1]([C:4]1[CH:12]=[C:11]2[C:7]([CH:8]=[CH:9][NH:10]2)=[CH:6][CH:5]=1)([O-:3])=[O:2].ClS([N:17]=[C:18]=O)(=O)=O.C([O-])(O)=O.[Na+]. The catalyst is CN(C=O)C.CC#N. The product is [N+:1]([C:4]1[CH:12]=[C:11]2[C:7]([C:8]([C:18]#[N:17])=[CH:9][NH:10]2)=[CH:6][CH:5]=1)([O-:3])=[O:2]. The yield is 0.820. (5) The product is [F:1][C:2]1[CH:7]=[CH:6][CH:5]=[C:4]([F:8])[C:3]=1[N:9]1[C:14]2[N:15]=[C:16]([N:50]3[CH2:49][CH2:48][CH:47]([N:44]4[CH2:43][CH2:42][N:41]([CH3:40])[CH2:46][CH2:45]4)[CH2:52][CH2:51]3)[N:17]=[C:18]([C:19]3[CH:20]=[C:21]([CH:28]=[CH:29][C:30]=3[CH3:31])[C:22]([NH:24][CH:25]([CH3:27])[CH3:26])=[O:23])[C:13]=2[CH2:12][NH:11][C:10]1=[O:35]. The catalyst is C1COCC1. The reactants are [F:1][C:2]1[CH:7]=[CH:6][CH:5]=[C:4]([F:8])[C:3]=1[N:9]1[C:14]2[N:15]=[C:16](S(C)=O)[N:17]=[C:18]([C:19]3[CH:20]=[C:21]([CH:28]=[CH:29][C:30]=3[CH3:31])[C:22]([NH:24][CH:25]([CH3:27])[CH3:26])=[O:23])[C:13]=2[CH2:12][NH:11][C:10]1=[O:35].C(Cl)(Cl)Cl.[CH3:40][N:41]1[CH2:46][CH2:45][N:44]([CH:47]2[CH2:52][CH2:51][NH:50][CH2:49][CH2:48]2)[CH2:43][CH2:42]1.C(N(CC)C(C)C)(C)C. The yield is 0.850. (6) The reactants are [C:1]([C:5]1[NH:6][C:7]2[C:12]([CH:13]=1)=[CH:11][C:10]([N+:14]([O-:16])=[O:15])=[CH:9][C:8]=2[C:17](OC)=[O:18])([CH3:4])([CH3:3])[CH3:2].ClCCl.CC(C[AlH]CC(C)C)C. The catalyst is O. The product is [C:1]([C:5]1[NH:6][C:7]2[C:12]([CH:13]=1)=[CH:11][C:10]([N+:14]([O-:16])=[O:15])=[CH:9][C:8]=2[CH2:17][OH:18])([CH3:4])([CH3:2])[CH3:3]. The yield is 0.730. (7) The reactants are Cl[C:2]1[CH:3]=[CH:4][C:5]2[N:11]3[CH2:12][CH2:13][CH:8]([CH2:9][CH2:10]3)[NH:7][C:6]=2[N:14]=1.[F:15][C:16]([F:27])([F:26])[C:17]1[CH:18]=[C:19](B(O)O)[CH:20]=[CH:21][CH:22]=1.C([O-])([O-])=O.[Cs+].[Cs+]. The catalyst is C1C=CC(P(C2C=CC=CC=2)[C-]2C=CC=C2)=CC=1.C1C=CC(P(C2C=CC=CC=2)[C-]2C=CC=C2)=CC=1.Cl[Pd]Cl.[Fe+2]. The product is [F:15][C:16]([F:27])([F:26])[C:17]1[CH:22]=[C:21]([C:2]2[CH:3]=[CH:4][C:5]3[N:11]4[CH2:12][CH2:13][CH:8]([CH2:9][CH2:10]4)[NH:7][C:6]=3[N:14]=2)[CH:20]=[CH:19][CH:18]=1. The yield is 0.480.